The task is: Predict the reaction yield, written as a fraction of the theoretical maximum amount of product (1.0 means a 100% yield; for example, 0.34 means a 34% yield).. This data is from Reaction yield outcomes from USPTO patents with 853,638 reactions. (1) The reactants are CN(C(ON1N=NC2C=CC=NC1=2)=[N+](C)C)C.F[P-](F)(F)(F)(F)F.[NH2:25][C:26]1[C:27]([C:36]([OH:38])=O)=[CH:28][C:29]2[C:34]([CH:35]=1)=[CH:33][CH:32]=[CH:31][CH:30]=2.FC(F)(F)C(O)=O.[NH2:46][C@@H:47]([CH:52]1[CH2:56][CH2:55][CH2:54][CH2:53]1)[C:48]([O:50][CH3:51])=[O:49].C(N(CC)C(C)C)(C)C.C([O-])(O)=O.[Na+]. The catalyst is CN(C=O)C.C(OCC)(=O)C. The product is [NH2:25][C:26]1[C:27]([C:36]([NH:46][C@@H:47]([CH:52]2[CH2:56][CH2:55][CH2:54][CH2:53]2)[C:48]([O:50][CH3:51])=[O:49])=[O:38])=[CH:28][C:29]2[C:34]([CH:35]=1)=[CH:33][CH:32]=[CH:31][CH:30]=2. The yield is 0.610. (2) The reactants are Br[C:2]1[CH:7]=[CH:6][C:5]([C:8]2([C:11]([O:13][CH3:14])=[O:12])[CH2:10][CH2:9]2)=[CH:4][CH:3]=1.[OH:15][C:16]1[CH:21]=[CH:20][C:19](B(O)O)=[CH:18][CH:17]=1.C(=O)([O-])[O-].[K+].[K+]. The catalyst is C1C=CC([P]([Pd]([P](C2C=CC=CC=2)(C2C=CC=CC=2)C2C=CC=CC=2)([P](C2C=CC=CC=2)(C2C=CC=CC=2)C2C=CC=CC=2)[P](C2C=CC=CC=2)(C2C=CC=CC=2)C2C=CC=CC=2)(C2C=CC=CC=2)C2C=CC=CC=2)=CC=1.CN(C=O)C. The product is [OH:15][C:16]1[CH:21]=[CH:20][C:19]([C:2]2[CH:7]=[CH:6][C:5]([C:8]3([C:11]([O:13][CH3:14])=[O:12])[CH2:10][CH2:9]3)=[CH:4][CH:3]=2)=[CH:18][CH:17]=1. The yield is 0.460. (3) The reactants are [NH2:1][C@@H:2]([CH:44]([CH3:46])[CH3:45])[C:3]([N:5]1[CH2:9][CH2:8][CH2:7][C@H:6]1[C:10]1[NH:11][C:12]([C:15]2[CH:20]=[CH:19][C:18]([C:21]3[CH:26]=[CH:25][C:24]([C:27]4[NH:31][C:30]([C@@H:32]5[CH2:36][CH2:35][CH2:34][N:33]5[C:37]([O:39][C:40]([CH3:43])([CH3:42])[CH3:41])=[O:38])=[N:29][CH:28]=4)=[CH:23][CH:22]=3)=[CH:17][CH:16]=2)=[CH:13][N:14]=1)=[O:4].Br[C:48]1[N:53]=[CH:52][CH:51]=[CH:50][N:49]=1.CCN(C(C)C)C(C)C. The catalyst is C1(C)C=CC=CC=1.CS(C)=O. The product is [CH3:45][CH:44]([CH3:46])[C@H:2]([NH:1][C:48]1[N:53]=[CH:52][CH:51]=[CH:50][N:49]=1)[C:3]([N:5]1[CH2:9][CH2:8][CH2:7][C@H:6]1[C:10]1[NH:11][C:12]([C:15]2[CH:20]=[CH:19][C:18]([C:21]3[CH:22]=[CH:23][C:24]([C:27]4[NH:31][C:30]([C@@H:32]5[CH2:36][CH2:35][CH2:34][N:33]5[C:37]([O:39][C:40]([CH3:41])([CH3:43])[CH3:42])=[O:38])=[N:29][CH:28]=4)=[CH:25][CH:26]=3)=[CH:17][CH:16]=2)=[CH:13][N:14]=1)=[O:4]. The yield is 0.740. (4) The reactants are C[O:2][C:3](=[O:31])[CH2:4][C:5]1([CH2:8][N:9]2[C:14]([C:15](=[O:25])[C:16]3[CH:21]=[C:20]([CH3:22])[CH:19]=[C:18]([C:23]#[N:24])[CH:17]=3)=[C:13]([CH:26]([CH3:28])[CH3:27])[C:12](=[O:29])[NH:11][C:10]2=[O:30])[CH2:7][CH2:6]1.[OH-].[Li+]. The catalyst is C1COCC1.O. The product is [C:23]([C:18]1[CH:17]=[C:16]([CH:21]=[C:20]([CH3:22])[CH:19]=1)[C:15]([C:14]1[N:9]([CH2:8][C:5]2([CH2:4][C:3]([OH:31])=[O:2])[CH2:6][CH2:7]2)[C:10](=[O:30])[NH:11][C:12](=[O:29])[C:13]=1[CH:26]([CH3:28])[CH3:27])=[O:25])#[N:24]. The yield is 0.620. (5) The reactants are C(Cl)(=O)C(Cl)=O.[CH2:7]([O:9][C:10]([C:12]1[C:17](=[O:18])[N:16]([CH2:19][C:20]2[CH:25]=[CH:24][CH:23]=[CH:22][CH:21]=2)[C:15]2[S:26][CH:27]=[CH:28][C:14]=2[C:13]=1O)=[O:11])[CH3:8].[N:30]1([C:36]([C:38]2[S:39][CH:40]=[CH:41][CH:42]=2)=[O:37])[CH2:35][CH2:34][NH:33][CH2:32][CH2:31]1.C1N2CCN(CC2)C1.[Cl-].[NH4+]. The catalyst is CN(C=O)C.[Cl-].[Na+].O.O. The product is [CH2:7]([O:9][C:10]([C:12]1[C:17](=[O:18])[N:16]([CH2:19][C:20]2[CH:25]=[CH:24][CH:23]=[CH:22][CH:21]=2)[C:15]2[S:26][CH:27]=[CH:28][C:14]=2[C:13]=1[N:33]1[CH2:34][CH2:35][N:30]([C:36]([C:38]2[S:39][CH:40]=[CH:41][CH:42]=2)=[O:37])[CH2:31][CH2:32]1)=[O:11])[CH3:8]. The yield is 0.210. (6) The reactants are [Cl:1][C:2]1[CH:7]=[CH:6][CH:5]=[CH:4][C:3]=1[C@H:8]1[O:10][C@:9]1([CH2:19][N:20]1[C:24](=[S:25])[NH:23][CH:22]=[N:21]1)[C:11]1[CH:16]=[CH:15][C:14]([F:17])=[CH:13][C:12]=1[F:18].[CH2:26]([N:28](CC)CC)C.C(OCC)(=O)C. The catalyst is O1CCCC1. The product is [Cl:1][C:2]1[CH:7]=[CH:6][CH:5]=[CH:4][C:3]=1[C@H:8]1[O:10][C@:9]1([CH2:19][N:20]1[C:24]([S:25][C:26]#[N:28])=[N:23][CH:22]=[N:21]1)[C:11]1[CH:16]=[CH:15][C:14]([F:17])=[CH:13][C:12]=1[F:18]. The yield is 0.690. (7) The reactants are [CH:1]1N=C[N:3]([C:6]([N:8]2C=N[CH:10]=[CH:9]2)=[O:7])[CH:2]=1.[C:13]([C:17]1[CH:18]=[CH:19][C:20]([C:24]2[CH:28]=[C:27]([CH3:29])[NH:26][C:25]=2[CH3:30])=C(C=1)N)([CH3:16])([CH3:15])[CH3:14].[CH3:31][NH:32][C:33]([C:35]1[CH:40]=[C:39]([O:41][C:42]2[CH:48]=CC(N)=[CH:44][CH:43]=2)[CH:38]=[CH:37][N:36]=1)=[O:34]. The catalyst is C(Cl)Cl.CCOC(C)=O. The product is [C:13]([C:17]1[CH:18]=[CH:19][C:20]([C:24]2[CH:28]=[C:27]([CH3:29])[NH:26][C:25]=2[CH3:30])=[C:9]([NH:8][C:6]([NH:3][C:2]2[CH:1]=[CH:48][C:42]([O:41][C:39]3[CH:38]=[CH:37][N:36]=[C:35]([C:33](=[O:34])[NH:32][CH3:31])[CH:40]=3)=[CH:43][CH:44]=2)=[O:7])[CH:10]=1)([CH3:14])([CH3:15])[CH3:16]. The yield is 0.240.